This data is from HIV replication inhibition screening data with 41,000+ compounds from the AIDS Antiviral Screen. The task is: Binary Classification. Given a drug SMILES string, predict its activity (active/inactive) in a high-throughput screening assay against a specified biological target. (1) The drug is O=[N+]([O-])c1nccn1CCC[n+]1cccc2ccccc21.[Br-]. The result is 0 (inactive). (2) The molecule is O=C1CC2(CCC(O)(c3cccs3)C(C(=O)c3cccs3)C2)C(=O)c2ccccc2N1. The result is 0 (inactive). (3) The drug is ON=C1COC(C(F)(F)F)(C(F)(F)F)C1. The result is 0 (inactive). (4) The drug is COc1ccc(C(C(N)=O)N2CCCCC2)cc1. The result is 0 (inactive). (5) The drug is CN(C)S(=O)(=O)c1c(N)ncn1C. The result is 0 (inactive). (6) The compound is CCOc1ccccc1N=Nc1ccc2oc(=O)c(C(=O)Nc3cccc(C)c3)cc2c1. The result is 0 (inactive). (7) The drug is COc1cc2c(cc1OC)C1Cc3sccc3CN1CC2. The result is 0 (inactive). (8) The molecule is c1ccc2c(c1)c1ccccc1c1nccnc21. The result is 0 (inactive). (9) The drug is Cc1cc(C)c(NS(=O)c2ccc(Cl)cc2)c(C)c1. The result is 0 (inactive). (10) The result is 0 (inactive). The molecule is O=C(O)C1CC2C=CCC(C2)C1.